This data is from Forward reaction prediction with 1.9M reactions from USPTO patents (1976-2016). The task is: Predict the product of the given reaction. (1) Given the reactants [CH:1]1([C:4]([N:6]2[CH2:11][CH2:10][N:9]([C:12]3[N:19]=[C:18]([CH:20]4[CH2:22][CH2:21]4)[C:17]([C:23]4[CH:24]=[N:25][NH:26][CH:27]=4)=[CH:16][C:13]=3[C:14]#[N:15])[CH2:8][C@H:7]2[CH:28]2[CH2:30][CH2:29]2)=[O:5])[CH2:3][CH2:2]1.[CH3:31][S:32](Cl)(=[O:34])=[O:33], predict the reaction product. The product is: [CH:1]1([C:4]([N:6]2[CH2:11][CH2:10][N:9]([C:12]3[N:19]=[C:18]([CH:20]4[CH2:21][CH2:22]4)[C:17]([C:23]4[CH:24]=[N:25][N:26]([S:32]([CH3:31])(=[O:34])=[O:33])[CH:27]=4)=[CH:16][C:13]=3[C:14]#[N:15])[CH2:8][C@H:7]2[CH:28]2[CH2:29][CH2:30]2)=[O:5])[CH2:2][CH2:3]1. (2) Given the reactants [Cl:1][C:2]1[C:6]([CH3:7])=[CH:5][S:4][C:3]=1[C:8](=O)[CH:9]([C:15]#[N:16])[C:10]([O:12][CH2:13][CH3:14])=[O:11].O=P(Cl)(Cl)[Cl:20].CCN(CC)CC, predict the reaction product. The product is: [Cl:20][C:8]([C:3]1[S:4][CH:5]=[C:6]([CH3:7])[C:2]=1[Cl:1])=[C:9]([C:15]#[N:16])[C:10]([O:12][CH2:13][CH3:14])=[O:11]. (3) The product is: [CH3:15][C:14]1[CH:17]=[C:18]([CH3:19])[N:10]=[C:8]([N:5]2[CH2:6][CH2:7][O:2][CH2:3][CH2:4]2)[N:9]=1. Given the reactants Br.[O:2]1[CH2:7][CH2:6][N:5]([C:8]([NH2:10])=[NH:9])[CH2:4][CH2:3]1.C(O)C.[C:14]([CH2:17][C:18](=O)[CH3:19])(=O)[CH3:15], predict the reaction product. (4) Given the reactants Br[C:2]1[CH:3]=[C:4]([CH3:24])[C:5]([N:8]2[CH2:13][CH2:12][N:11]([C:14]([C:16]3[CH:17]=[N:18][C:19]([F:23])=[CH:20][C:21]=3[CH3:22])=[O:15])[CH2:10][CH2:9]2)=[N:6][CH:7]=1.P([O-])([O-])([O-])=O.[K+].[K+].[K+].[CH:33]1(B(O)O)[CH2:35][CH2:34]1, predict the reaction product. The product is: [CH:33]1([C:2]2[CH:3]=[C:4]([CH3:24])[C:5]([N:8]3[CH2:13][CH2:12][N:11]([C:14]([C:16]4[CH:17]=[N:18][C:19]([F:23])=[CH:20][C:21]=4[CH3:22])=[O:15])[CH2:10][CH2:9]3)=[N:6][CH:7]=2)[CH2:35][CH2:34]1. (5) Given the reactants Cl[C:2]1[N:3]=[C:4]([N:23]2[CH2:28][CH2:27][O:26][CH2:25][CH2:24]2)[C:5]2[S:10][C:9]([C:11]3[CH:12]=[C:13]([NH:17][C:18](=[O:22])[CH2:19][O:20][CH3:21])[CH:14]=[CH:15][CH:16]=3)=[CH:8][C:6]=2[N:7]=1.CC1(C)C(C)(C)OB([C:37]2[CH:45]=[CH:44][CH:43]=[C:42]3[C:38]=2[CH:39]=[N:40][NH:41]3)O1, predict the reaction product. The product is: [NH:41]1[C:42]2[C:38](=[C:37]([C:2]3[N:3]=[C:4]([N:23]4[CH2:28][CH2:27][O:26][CH2:25][CH2:24]4)[C:5]4[S:10][C:9]([C:11]5[CH:12]=[C:13]([NH:17][C:18](=[O:22])[CH2:19][O:20][CH3:21])[CH:14]=[CH:15][CH:16]=5)=[CH:8][C:6]=4[N:7]=3)[CH:45]=[CH:44][CH:43]=2)[CH:39]=[N:40]1. (6) Given the reactants C(O[C@H]1C2C(=CC(OCCC)=CC=2)[C@@H](N)C1)C=C.CCC(C)[BH-](C(C)CC)C(C)CC.[Li+].[F:33][C:34]([F:50])([F:49])[C:35]([NH:37][CH:38]1[C:46]2[C:41](=[CH:42][CH:43]=[C:44]([CH3:47])[CH:45]=2)[C:40](=[O:48])[CH2:39]1)=[O:36].CC[C@@H]1C(=O)OC[C@@H]1CC1N(C)C=NC=1.Cl, predict the reaction product. The product is: [F:33][C:34]([F:49])([F:50])[C:35]([NH:37][CH:38]1[C:46]2[C:41](=[CH:42][CH:43]=[C:44]([CH3:47])[CH:45]=2)[CH:40]([OH:48])[CH2:39]1)=[O:36]. (7) Given the reactants Cl[CH:2]1[C:11]2[N:10]=[CH:9][C:8]([CH3:12])=[CH:7][C:6]=2[CH2:5][CH2:4][CH2:3]1.[N-:13]=[N+]=[N-].[Na+], predict the reaction product. The product is: [CH3:12][C:8]1[CH:9]=[N:10][C:11]2[CH:2]([NH2:13])[CH2:3][CH2:4][CH2:5][C:6]=2[CH:7]=1.